Dataset: Experimentally validated miRNA-target interactions with 360,000+ pairs, plus equal number of negative samples. Task: Binary Classification. Given a miRNA mature sequence and a target amino acid sequence, predict their likelihood of interaction. The miRNA is mmu-miR-132-3p with sequence UAACAGUCUACAGCCAUGGUCG. The protein sequence of the target gene is MPGGGASAASGRLLTAAEQRGSREAAGSASRSGFGGSGGGRGGASGPGSGSGGPGGPAGRMSLTPKELSSLLSIISEEAGGGSTFEGLSTAFHHYFSKADHFRLGSVLVMLLQQPDLLPSAAQRLTALYLLWEMYRTEPLAANPFAASFAHLLNPAPPARGGQEPDRPPLSGFLPPITPPEKFFLSQLMLAPPRELFKKTPRQIALMDVGNMGQSVDISGLQLALAERQSELPTQSKASFPSILSDPDPDSSNSGFDSSVASQITEALVSGPKPPIESHFRPEFIRPPPPLHICEDELAW.... Result: 0 (no interaction).